From a dataset of Reaction yield outcomes from USPTO patents with 853,638 reactions. Predict the reaction yield, written as a fraction of the theoretical maximum amount of product (1.0 means a 100% yield; for example, 0.34 means a 34% yield). (1) The reactants are C(OC([NH:8][C:9]1[CH:14]=[CH:13][C:12]([S:15][C:16]2[CH:24]=[CH:23][C:19]([C:20]([OH:22])=[O:21])=[CH:18][C:17]=2[NH:25][C:26]2[C:27]3[CH:35]=[C:34]([F:36])[C:33]([CH:37]([CH3:39])[CH3:38])=[N:32][C:28]=3[N:29]=[CH:30][N:31]=2)=[CH:11][CH:10]=1)=O)(C)(C)C.FC(F)(F)C(O)=O. The catalyst is C(Cl)Cl. The product is [NH2:8][C:9]1[CH:14]=[CH:13][C:12]([S:15][C:16]2[CH:24]=[CH:23][C:19]([C:20]([OH:22])=[O:21])=[CH:18][C:17]=2[NH:25][C:26]2[C:27]3[CH:35]=[C:34]([F:36])[C:33]([CH:37]([CH3:39])[CH3:38])=[N:32][C:28]=3[N:29]=[CH:30][N:31]=2)=[CH:11][CH:10]=1. The yield is 0.710. (2) The reactants are [CH:1]1([CH2:4][O:5][NH:6][C:7]([C:9]2[C:17]([NH:18][C:19]3[CH:24]=[CH:23][C:22](I)=[CH:21][C:20]=3[CH3:26])=[C:16]([F:27])[C:12]3[N:13]=[CH:14][NH:15][C:11]=3[CH:10]=2)=[O:8])[CH2:3][CH2:2]1.[C:28]([Si:30]([CH3:33])([CH3:32])[CH3:31])#[CH:29]. The catalyst is C(#N)C.C(N(CC)CC)C.Cl[Pd](Cl)([P](C1C=CC=CC=1)(C1C=CC=CC=1)C1C=CC=CC=1)[P](C1C=CC=CC=1)(C1C=CC=CC=1)C1C=CC=CC=1.[Cu]I. The product is [CH:1]1([CH2:4][O:5][NH:6][C:7]([C:9]2[C:17]([NH:18][C:19]3[CH:24]=[CH:23][C:22]([C:29]#[C:28][Si:30]([CH3:33])([CH3:32])[CH3:31])=[CH:21][C:20]=3[CH3:26])=[C:16]([F:27])[C:12]3[N:13]=[CH:14][NH:15][C:11]=3[CH:10]=2)=[O:8])[CH2:3][CH2:2]1. The yield is 0.870.